The task is: Predict the reaction yield, written as a fraction of the theoretical maximum amount of product (1.0 means a 100% yield; for example, 0.34 means a 34% yield).. This data is from Reaction yield outcomes from USPTO patents with 853,638 reactions. (1) The product is [N:1]1[CH:2]=[CH:3][N:4]2[CH:9]=[CH:8][CH:7]=[C:6]([O:10][CH2:19][C:20]3[CH:21]=[CH:22][C:23]([C:24]([NH:26][C:27]4[CH:32]=[CH:31][CH:30]=[CH:29][N:28]=4)=[O:25])=[CH:33][CH:34]=3)[C:5]=12. The reactants are [N:1]1[CH:2]=[CH:3][N:4]2[CH:9]=[CH:8][CH:7]=[C:6]([OH:10])[C:5]=12.O1C=NN=C1C1C=CC=CC=1O[CH2:19][C:20]1[CH:34]=[CH:33][C:23]([C:24]([NH:26][C:27]2[CH:32]=[CH:31][CH:30]=[CH:29][N:28]=2)=[O:25])=[CH:22][CH:21]=1. No catalyst specified. The yield is 0.200. (2) The reactants are CC(OC(N[C@@H:9](CC1C=CC(C2N=C(C(N(C)OC)=O)N(C)C=2)=CC=1)[CH2:10][CH2:11][C:12]([O:14][C:15](C)(C)C)=[O:13])=O)(C)C.[I:38][CH:39]([CH3:41])[CH3:40].CCN(C(C)C)C(C)C.CN(C=[O:55])C. No catalyst specified. The product is [OH:55][C:40]1[CH:9]=[CH:10][C:11]([C:12]([O:14][CH3:15])=[O:13])=[CH:41][C:39]=1[I:38]. The yield is 0.200. (3) The reactants are [CH3:1][S:2][CH2:3][CH2:4][C:5](Cl)=[O:6].[CH3:8][NH:9][C:10]1[S:14][C:13]([C:15]2[CH:16]=[N:17][CH:18]=[CH:19][CH:20]=2)=[N:12][CH:11]=1. The catalyst is ClCCCl.CN(C1C=CN=CC=1)C. The product is [CH3:8][N:9]([C:10]1[S:14][C:13]([C:15]2[CH:16]=[N:17][CH:18]=[CH:19][CH:20]=2)=[N:12][CH:11]=1)[C:5](=[O:6])[CH2:4][CH2:3][S:2][CH3:1]. The yield is 0.750. (4) The reactants are [CH:1]1([C:7]2[NH:11][N:10]=[C:9]([NH2:12])[CH:8]=2)[CH2:6][CH2:5][CH2:4][CH2:3][CH2:2]1.[Cl:13][C:14]1[N:19]=[C:18](Cl)[CH:17]=[C:16]([CH3:21])[N:15]=1.CC([O-])=O.[K+]. The catalyst is C1COCC1.O. The product is [Cl:13][C:14]1[N:19]=[C:18]([NH:12][C:9]2[CH:8]=[C:7]([CH:1]3[CH2:2][CH2:3][CH2:4][CH2:5][CH2:6]3)[NH:11][N:10]=2)[CH:17]=[C:16]([CH3:21])[N:15]=1. The yield is 0.390. (5) The reactants are [C:1]([O:5][C:6]([N:8]([CH2:15][C:16]1[CH:17]=[C:18]([CH:22]=[CH:23][CH:24]=1)[C:19](O)=[O:20])[CH:9]1[CH2:14][CH2:13][O:12][CH2:11][CH2:10]1)=[O:7])([CH3:4])([CH3:3])[CH3:2].CCN=C=NCCCN(C)C.C1C=CC2N(O)N=NC=2C=1.CCN(CC)CC.[NH2:53][CH2:54][CH:55]([OH:67])[CH2:56][N:57]1[CH2:66][CH2:65][C:64]2[C:59](=[CH:60][CH:61]=[CH:62][CH:63]=2)[CH2:58]1. The yield is 0.650. The catalyst is C(Cl)Cl. The product is [CH2:58]1[C:59]2[C:64](=[CH:63][CH:62]=[CH:61][CH:60]=2)[CH2:65][CH2:66][N:57]1[CH2:56][CH:55]([OH:67])[CH2:54][NH:53][C:19]([C:18]1[CH:17]=[C:16]([CH:24]=[CH:23][CH:22]=1)[CH2:15][N:8]([CH:9]1[CH2:14][CH2:13][O:12][CH2:11][CH2:10]1)[C:6](=[O:7])[O:5][C:1]([CH3:4])([CH3:2])[CH3:3])=[O:20].